Dataset: Full USPTO retrosynthesis dataset with 1.9M reactions from patents (1976-2016). Task: Predict the reactants needed to synthesize the given product. (1) The reactants are: [H-].[H-].[H-].[H-].[Li+].[Al+3].[C:7]([O:11][C:12](=[O:39])[NH:13][CH:14]([C:33](=[O:38])N(OC)C)[CH2:15][CH:16]1[C:24]2[C:19](=[CH:20][CH:21]=[CH:22][CH:23]=2)[N:18]([CH2:25][C:26]2[CH:31]=[CH:30][CH:29]=[CH:28][CH:27]=2)[CH:17]1C)([CH3:10])([CH3:9])[CH3:8].C(C(C(C([O-])=O)O)O)([O-])=O.[K+].[Na+]. Given the product [C:7]([O:11][C:12](=[O:39])[NH:13][CH:14]([CH:33]=[O:38])[CH2:15][C:16]1[C:24]2[C:19](=[CH:20][CH:21]=[CH:22][CH:23]=2)[N:18]([CH2:25][C:26]2[CH:27]=[CH:28][CH:29]=[CH:30][CH:31]=2)[CH:17]=1)([CH3:8])([CH3:10])[CH3:9], predict the reactants needed to synthesize it. (2) Given the product [CH3:1][O:2][C:3]1[CH:4]=[C:5]([CH:6]=[CH:7][C:8]([O:10][CH2:29][CH:28]([OH:30])[CH2:27][O:26][C:16](=[O:25])/[CH:17]=[CH:18]/[C:19]2[CH:24]=[CH:23][CH:22]=[CH:21][CH:20]=2)=[O:9])[CH:11]=[CH:12][C:13]=1[O:14][CH3:15], predict the reactants needed to synthesize it. The reactants are: [CH3:1][O:2][C:3]1[CH:4]=[C:5]([CH:11]=[CH:12][C:13]=1[O:14][CH3:15])[CH:6]=[CH:7][C:8]([OH:10])=[O:9].[C:16]([O:26][CH2:27][CH:28]1[O:30][CH2:29]1)(=[O:25])[CH:17]=[CH:18][C:19]1[CH:24]=[CH:23][CH:22]=[CH:21][CH:20]=1.